Dataset: Reaction yield outcomes from USPTO patents with 853,638 reactions. Task: Predict the reaction yield, written as a fraction of the theoretical maximum amount of product (1.0 means a 100% yield; for example, 0.34 means a 34% yield). (1) The reactants are [CH3:1][CH:2]1[O:7][CH:6]([CH3:8])[CH2:5][NH:4][CH2:3]1.C(N(CC)CC)C.[CH2:16](Br)[C:17]1[CH:22]=[CH:21][CH:20]=[CH:19][CH:18]=1.C(=O)([O-])O.[Na+]. The catalyst is O1CCCC1. The product is [CH2:16]([N:4]1[CH2:5][CH:6]([CH3:8])[O:7][CH:2]([CH3:1])[CH2:3]1)[C:17]1[CH:22]=[CH:21][CH:20]=[CH:19][CH:18]=1. The yield is 0.240. (2) The reactants are [NH2:1][C:2]1[CH:3]=[N:4][CH:5]=[C:6]([Br:8])[CH:7]=1.N1C=CC=CC=1.[C:15](Cl)(=[O:19])[CH:16]([CH3:18])[CH3:17]. The catalyst is C(Cl)Cl. The product is [Br:8][C:6]1[CH:7]=[C:2]([NH:1][C:15](=[O:19])[CH:16]([CH3:18])[CH3:17])[CH:3]=[N:4][CH:5]=1. The yield is 0.710. (3) The reactants are [CH3:1][C:2]1[N:7]=[C:6]2[S:8][C:9]3[CH2:14][CH2:13][CH2:12][CH2:11][C:10]=3[C:5]2=[C:4]([C:15]2[CH:20]=[CH:19][C:18]([O:21][C:22]([F:25])([F:24])[F:23])=[CH:17][CH:16]=2)[C:3]=1[CH:26]([CH2:31][CH2:32][CH3:33])[C:27]([O:29]C)=[O:28].[OH-].[Na+]. The catalyst is CO. The product is [CH3:1][C:2]1[N:7]=[C:6]2[S:8][C:9]3[CH2:14][CH2:13][CH2:12][CH2:11][C:10]=3[C:5]2=[C:4]([C:15]2[CH:16]=[CH:17][C:18]([O:21][C:22]([F:25])([F:23])[F:24])=[CH:19][CH:20]=2)[C:3]=1[CH:26]([CH2:31][CH2:32][CH3:33])[C:27]([OH:29])=[O:28]. The yield is 0.0400. (4) The reactants are [CH3:1][S:2]([C:5]1[N:6]([CH3:18])[C:7]([C:10]2[CH:15]=[CH:14][N:13]=[C:12]([O:16]C)[CH:11]=2)=[N:8][N:9]=1)(=[O:4])=[O:3].Br. The catalyst is C(O)(=O)C.C(O)C. The product is [CH3:1][S:2]([C:5]1[N:6]([CH3:18])[C:7]([C:10]2[CH:15]=[CH:14][NH:13][C:12](=[O:16])[CH:11]=2)=[N:8][N:9]=1)(=[O:4])=[O:3]. The yield is 0.850. (5) The reactants are C1(P(C2C=CC=CC=2)C2C=CC=CC=2)C=CC=CC=1.N(C(OC(C)C)=O)=NC(OC(C)C)=O.O[CH2:35][CH2:36][S:37][C:38]1[C:43](=[O:44])[NH:42][CH:41]=[C:40]([C:45]([O:47][CH2:48][CH3:49])=[O:46])[CH:39]=1. The catalyst is O1CCCC1. The product is [S:37]1[C:38]2[C:43](=[N:42][CH:41]=[C:40]([C:45]([O:47][CH2:48][CH3:49])=[O:46])[CH:39]=2)[O:44][CH2:35][CH2:36]1. The yield is 0.520.